Dataset: Reaction yield outcomes from USPTO patents with 853,638 reactions. Task: Predict the reaction yield, written as a fraction of the theoretical maximum amount of product (1.0 means a 100% yield; for example, 0.34 means a 34% yield). (1) The reactants are [C:1]([C:5]1[CH:14]=[CH:13][C:8]([C:9]([O:11]C)=[O:10])=[C:7]([O:15][CH:16]2[CH2:21][CH2:20][N:19]([C:22]([O:24][C:25]([CH3:28])([CH3:27])[CH3:26])=[O:23])[CH2:18][CH2:17]2)[CH:6]=1)([CH3:4])([CH3:3])[CH3:2].O[Li].O. The catalyst is O1CCOCC1.O. The product is [C:1]([C:5]1[CH:14]=[CH:13][C:8]([C:9]([OH:11])=[O:10])=[C:7]([O:15][CH:16]2[CH2:21][CH2:20][N:19]([C:22]([O:24][C:25]([CH3:28])([CH3:27])[CH3:26])=[O:23])[CH2:18][CH2:17]2)[CH:6]=1)([CH3:4])([CH3:2])[CH3:3]. The yield is 0.910. (2) The reactants are Br[C:2]1[CH:3]=[C:4]([CH2:7][N:8]2[C:16]3[C:11](=[CH:12][CH:13]=[CH:14][CH:15]=3)[C:10]3([C:20]4=[CH:21][C:22]5[O:26][CH2:25][O:24][C:23]=5[CH:27]=[C:19]4[O:18][CH2:17]3)[C:9]2=[O:28])[S:5][CH:6]=1.[CH3:29][N:30](C)C=O. The catalyst is [C-]#N.[Zn+2].[C-]#N.C1C=CC([P]([Pd]([P](C2C=CC=CC=2)(C2C=CC=CC=2)C2C=CC=CC=2)([P](C2C=CC=CC=2)(C2C=CC=CC=2)C2C=CC=CC=2)[P](C2C=CC=CC=2)(C2C=CC=CC=2)C2C=CC=CC=2)(C2C=CC=CC=2)C2C=CC=CC=2)=CC=1. The product is [O:28]=[C:9]1[C:10]2([C:20]3=[CH:21][C:22]4[O:26][CH2:25][O:24][C:23]=4[CH:27]=[C:19]3[O:18][CH2:17]2)[C:11]2[C:16](=[CH:15][CH:14]=[CH:13][CH:12]=2)[N:8]1[CH2:7][C:4]1[S:5][CH:6]=[C:2]([C:29]#[N:30])[CH:3]=1. The yield is 0.620. (3) The reactants are [S:1]1[CH:5]=[CH:4][C:3]2=[CH:6][C:7]3[S:8][CH:9]=[CH:10][C:11]=3[CH:12]=[C:2]12.[CH2:13]([Li])[CH2:14][CH2:15][CH3:16].[CH2:18]([Sn:22](Cl)([CH2:27][CH2:28][CH2:29][CH3:30])[CH2:23][CH2:24][CH2:25][CH3:26])[CH2:19][CH2:20][CH3:21].CC[CH2:34][CH2:35][CH2:36][CH3:37]. The catalyst is C1COCC1. The product is [CH2:13]([Sn:22]([CH2:34][CH2:35][CH2:36][CH3:37])([CH2:18][CH2:19][CH2:20][CH3:21])[C:5]1[S:1][C:2]2=[CH:12][C:11]3[CH:10]=[C:9]([Sn:22]([CH2:27][CH2:28][CH2:29][CH3:30])([CH2:23][CH2:24][CH2:25][CH3:26])[CH2:18][CH2:19][CH2:20][CH3:21])[S:8][C:7]=3[CH:6]=[C:3]2[CH:4]=1)[CH2:14][CH2:15][CH3:16]. The yield is 0.420. (4) The reactants are C([O:3][C:4]([C:6]1[N:14](S(C2C=CC=CC=2)(=O)=O)[C:13]2[C:8](=[N:9][C:10]([N:24](C(OC(C)(C)C)=O)[NH:25][C:26](OC(C)(C)C)=O)=[CH:11][CH:12]=2)[CH:7]=1)=[O:5])C.[OH-].[Na+].[CH3:42]C(O)=O. No catalyst specified. The product is [CH3:42][C:26]1[N:9]2[C:8]3[CH:7]=[C:6]([C:4]([OH:3])=[O:5])[NH:14][C:13]=3[CH:12]=[CH:11][C:10]2=[N:24][N:25]=1. The yield is 0.500. (5) The reactants are [I-:1].[CH2:2]([N:4]1[CH:8]=[CH:7][CH:6]=[C:5]1[CH2:9][N+](C)(C)C)[CH3:3].[C:14]1([P:20]([C:27]2[CH:32]=[CH:31][CH:30]=[CH:29][CH:28]=2)[C:21]2[CH:26]=[CH:25][CH:24]=[CH:23][CH:22]=2)[CH:19]=[CH:18][CH:17]=[CH:16][CH:15]=1. The catalyst is C(#N)C. The product is [I-:1].[CH2:2]([N:4]1[CH:8]=[CH:7][CH:6]=[C:5]1[CH2:9][P+:20]([C:21]1[CH:22]=[CH:23][CH:24]=[CH:25][CH:26]=1)([C:27]1[CH:32]=[CH:31][CH:30]=[CH:29][CH:28]=1)[C:14]1[CH:15]=[CH:16][CH:17]=[CH:18][CH:19]=1)[CH3:3]. The yield is 0.810. (6) The reactants are [Br:1][C:2]1[CH:7]=[CH:6][C:5]([C:8]2[NH:12][CH:11]=[N:10][N:9]=2)=[CH:4][CH:3]=1.[O:13]1[CH:18]=[CH:17][CH2:16][CH2:15][CH2:14]1.CS(O)(=O)=O. The catalyst is O1CCCC1. The product is [Br:1][C:2]1[CH:3]=[CH:4][C:5]([C:8]2[N:12]([CH:14]3[CH2:15][CH2:16][CH2:17][CH2:18][O:13]3)[CH:11]=[N:10][N:9]=2)=[CH:6][CH:7]=1. The yield is 0.700.